From a dataset of Full USPTO retrosynthesis dataset with 1.9M reactions from patents (1976-2016). Predict the reactants needed to synthesize the given product. (1) Given the product [CH3:19][C:18]1[C:13]2[N:14]([CH:21]=[C:11]([C:9]3[N:10]=[C:5]4[CH:4]=[CH:3][C:2]([C:32]5[CH2:37][CH2:36][N:35]([C:38]([O:40][C:41]([CH3:44])([CH3:43])[CH3:42])=[O:39])[CH2:34][CH:33]=5)=[CH:23][N:6]4[C:7](=[O:22])[CH:8]=3)[CH:12]=2)[CH:15]=[C:16]([CH3:20])[N:17]=1, predict the reactants needed to synthesize it. The reactants are: Cl[C:2]1[CH:3]=[CH:4][C:5]2[N:6]([CH:23]=1)[C:7](=[O:22])[CH:8]=[C:9]([C:11]1[CH:12]=[C:13]3[C:18]([CH3:19])=[N:17][C:16]([CH3:20])=[CH:15][N:14]3[CH:21]=1)[N:10]=2.CC1(C)C(C)(C)OB([C:32]2[CH2:37][CH2:36][N:35]([C:38]([O:40][C:41]([CH3:44])([CH3:43])[CH3:42])=[O:39])[CH2:34][CH:33]=2)O1.[O-]P([O-])([O-])=O.[K+].[K+].[K+]. (2) Given the product [CH3:1][O:2][C:3]1[CH:4]=[C:5]([NH:15][C:16]2[N:17]=[C:18]([CH2:26][C:27]3[CH:32]=[CH:31][CH:30]=[C:29]([O:33][CH3:34])[CH:28]=3)[C:19]3[CH2:25][N:24]([C:35](=[O:37])[CH3:36])[CH2:23][CH2:22][C:20]=3[N:21]=2)[CH:6]=[CH:7][C:8]=1[N:9]1[CH:13]=[C:12]([CH3:14])[N:11]=[CH:10]1, predict the reactants needed to synthesize it. The reactants are: [CH3:1][O:2][C:3]1[CH:4]=[C:5]([NH:15][C:16]2[N:17]=[C:18]([CH2:26][C:27]3[CH:32]=[CH:31][CH:30]=[C:29]([O:33][CH3:34])[CH:28]=3)[C:19]3[CH2:25][NH:24][CH2:23][CH2:22][C:20]=3[N:21]=2)[CH:6]=[CH:7][C:8]=1[N:9]1[CH:13]=[C:12]([CH3:14])[N:11]=[CH:10]1.[C:35](OC(=O)C)(=[O:37])[CH3:36]. (3) Given the product [C:28]([O:31][C:32]([CH3:64])([CH3:63])[CH2:33][NH:34][C:35](=[O:62])[C@H:36]([N:44]([C:45](=[O:60])[C@H:46]([N:58]([C:13](=[O:15])/[CH:12]=[CH:11]/[CH2:10][C:9]([NH:8][C:6]([O:5][C:1]([CH3:2])([CH3:3])[CH3:4])=[O:7])([CH3:17])[CH3:16])[CH3:59])[CH2:47][C:48]1[CH:57]=[CH:56][C:55]2[C:50](=[CH:51][CH:52]=[CH:53][CH:54]=2)[CH:49]=1)[CH3:61])[CH2:37][C:38]1[CH:39]=[CH:40][CH:41]=[CH:42][CH:43]=1)(=[O:30])[CH3:29], predict the reactants needed to synthesize it. The reactants are: [C:1]([O:5][C:6]([NH:8][C:9]([CH3:17])([CH3:16])[CH2:10]/[CH:11]=[CH:12]/[C:13]([OH:15])=O)=[O:7])([CH3:4])([CH3:3])[CH3:2].ON1C2N=CC=CC=2N=N1.[C:28]([O:31][C:32]([CH3:64])([CH3:63])[CH2:33][NH:34][C:35](=[O:62])[C@H:36]([N:44]([CH3:61])[C:45](=[O:60])[C@H:46]([NH:58][CH3:59])[CH2:47][C:48]1[CH:57]=[CH:56][C:55]2[C:50](=[CH:51][CH:52]=[CH:53][CH:54]=2)[CH:49]=1)[CH2:37][C:38]1[CH:43]=[CH:42][CH:41]=[CH:40][CH:39]=1)(=[O:30])[CH3:29].C(N(C(C)C)C(C)C)C. (4) Given the product [CH3:7][N:8]1[C:16]2[C:11](=[CH:12][C:13]([CH2:17][OH:18])=[CH:14][CH:15]=2)[CH:10]=[N:9]1, predict the reactants needed to synthesize it. The reactants are: [H-].[Al+3].[Li+].[H-].[H-].[H-].[CH3:7][N:8]1[C:16]2[C:11](=[CH:12][C:13]([C:17](OCC)=[O:18])=[CH:14][CH:15]=2)[CH:10]=[N:9]1.C(OCC)(=O)C. (5) Given the product [Cl:11][C:12]1[C:17]2[C:18](=[O:19])[NH:20][CH:23]([OH:24])[C:16]=2[C:15]([F:21])=[C:14]([F:22])[N:13]=1, predict the reactants needed to synthesize it. The reactants are: [Li+].C[Si]([N-][Si](C)(C)C)(C)C.[Cl:11][C:12]1[C:17]([C:18]([NH2:20])=[O:19])=[CH:16][C:15]([F:21])=[C:14]([F:22])[N:13]=1.[CH:23](N1CCOCC1)=[O:24].